From a dataset of Forward reaction prediction with 1.9M reactions from USPTO patents (1976-2016). Predict the product of the given reaction. (1) The product is: [F:1][C@@:2]1([CH2:9][OH:11])[CH2:7][CH2:6][CH2:5][N:4]([C:30]([O:29][C:25]([CH3:28])([CH3:27])[CH3:26])=[O:31])[CH2:3]1. Given the reactants [F:1][C@@:2]1([C:9]([O:11][C@H]2C[C@@H](C)CC[C@@H]2C(C)C)=O)[CH2:7][CH2:6][CH2:5][NH:4][C:3]1=O.Cl.[OH-].[Na+].[C:25]([O:29][C:30](O[C:30]([O:29][C:25]([CH3:28])([CH3:27])[CH3:26])=[O:31])=[O:31])([CH3:28])([CH3:27])[CH3:26], predict the reaction product. (2) Given the reactants [NH2:1][C:2]1[CH:11]=[C:10]([OH:12])[C:9]2[C:4](=[CH:5][CH:6]=[C:7]([Br:13])[CH:8]=2)[N:3]=1.[C:14](OC(=O)C)(=[O:16])[CH3:15].S(=O)(=O)(O)O.O, predict the reaction product. The product is: [Br:13][C:7]1[CH:8]=[C:9]2[C:4](=[CH:5][CH:6]=1)[N:3]=[C:2]([NH:1][C:14](=[O:16])[CH3:15])[CH:11]=[C:10]2[OH:12]. (3) The product is: [CH2:1]([O:8][C:9]1[CH:10]=[C:11]([CH:27]=[CH:28][CH:29]=1)[CH2:12][O:13][C:14]1[C:19]2[CH:20]=[C:21]([C:23](=[O:25])[CH3:24])[O:22][C:18]=2[C:17]([Cl:30])=[C:16]([OH:26])[CH:15]=1)[C:2]1[CH:3]=[CH:4][CH:5]=[CH:6][CH:7]=1. Given the reactants [CH2:1]([O:8][C:9]1[CH:10]=[C:11]([CH:27]=[CH:28][CH:29]=1)[CH2:12][O:13][C:14]1[C:19]2[CH:20]=[C:21]([C:23](=[O:25])[CH3:24])[O:22][C:18]=2[CH:17]=[C:16]([OH:26])[CH:15]=1)[C:2]1[CH:7]=[CH:6][CH:5]=[CH:4][CH:3]=1.[Cl:30]N1C(=O)CCC1=O, predict the reaction product.